From a dataset of Reaction yield outcomes from USPTO patents with 853,638 reactions. Predict the reaction yield, written as a fraction of the theoretical maximum amount of product (1.0 means a 100% yield; for example, 0.34 means a 34% yield). The reactants are C([O-])(O)=O.[Na+].Cl.Cl.[NH2:8][CH:9]([C:14]1[CH:15]=[N:16][CH:17]=[CH:18][CH:19]=1)[C:10]([O:12][CH3:13])=[O:11].[C:20](O[C:20]([O:22][C:23]([CH3:26])([CH3:25])[CH3:24])=[O:21])([O:22][C:23]([CH3:26])([CH3:25])[CH3:24])=[O:21]. The catalyst is CCO. The product is [C:23]([O:22][C:20]([NH:8][CH:9]([C:14]1[CH:15]=[N:16][CH:17]=[CH:18][CH:19]=1)[C:10]([O:12][CH3:13])=[O:11])=[O:21])([CH3:26])([CH3:25])[CH3:24]. The yield is 0.970.